Dataset: Reaction yield outcomes from USPTO patents with 853,638 reactions. Task: Predict the reaction yield, written as a fraction of the theoretical maximum amount of product (1.0 means a 100% yield; for example, 0.34 means a 34% yield). (1) The reactants are [Br:1][C:2]1[CH:9]=[CH:8][C:5]([CH:6]=[O:7])=[CH:4][C:3]=1[F:10].[BH4-].[Na+].CO. The catalyst is C1COCC1. The product is [Br:1][C:2]1[CH:9]=[CH:8][C:5]([CH2:6][OH:7])=[CH:4][C:3]=1[F:10]. The yield is 0.970. (2) The reactants are [CH:1]1([C:7]2[C:11]([C:12]3[CH:17]=[CH:16][N:15]=[C:14]([NH:18][C:19]4[CH:20]=[C:21]([OH:25])[CH:22]=[CH:23][CH:24]=4)[N:13]=3)=[C:10]([CH3:26])[O:9][N:8]=2)[CH2:6][CH2:5][CH2:4][CH2:3][CH2:2]1.N(C(OCC)=O)=NC(OCC)=O.C1(P(C2C=CC=CC=2)C2C=CC=CC=2)C=CC=CC=1.[Br:58][CH2:59][CH2:60]O. The catalyst is C1COCC1. The product is [Br:58][CH2:59][CH2:60][O:25][C:21]1[CH:20]=[C:19]([NH:18][C:14]2[N:13]=[C:12]([C:11]3[C:7]([CH:1]4[CH2:2][CH2:3][CH2:4][CH2:5][CH2:6]4)=[N:8][O:9][C:10]=3[CH3:26])[CH:17]=[CH:16][N:15]=2)[CH:24]=[CH:23][CH:22]=1. The yield is 0.650.